This data is from Reaction yield outcomes from USPTO patents with 853,638 reactions. The task is: Predict the reaction yield, written as a fraction of the theoretical maximum amount of product (1.0 means a 100% yield; for example, 0.34 means a 34% yield). The reactants are [C:1]([O:5][C:6](=[O:15])[C:7]1[CH:12]=[CH:11][C:10](Br)=[C:9]([CH3:14])[CH:8]=1)([CH3:4])([CH3:3])[CH3:2]. The catalyst is CCOC(C)=O.CO.[Pd]. The product is [C:1]([O:5][C:6](=[O:15])[C:7]1[CH:12]=[CH:11][CH:10]=[C:9]([CH3:14])[CH:8]=1)([CH3:4])([CH3:3])[CH3:2]. The yield is 0.970.